Dataset: Full USPTO retrosynthesis dataset with 1.9M reactions from patents (1976-2016). Task: Predict the reactants needed to synthesize the given product. Given the product [C:31]1([CH:25]([C:19]2[CH:20]=[CH:21][CH:22]=[CH:23][CH:24]=2)[N:26]2[CH2:29][C:28]([CH2:2][C:1]([O:4][C:5]([CH3:8])([CH3:7])[CH3:6])=[O:3])([OH:30])[CH2:27]2)[CH:32]=[CH:33][CH:34]=[CH:35][CH:36]=1, predict the reactants needed to synthesize it. The reactants are: [C:1]([O:4][C:5]([CH3:8])([CH3:7])[CH3:6])(=[O:3])[CH3:2].[Li+].C[Si]([N-][Si](C)(C)C)(C)C.[C:19]1([CH:25]([C:31]2[CH:36]=[CH:35][CH:34]=[CH:33][CH:32]=2)[N:26]2[CH2:29][C:28](=[O:30])[CH2:27]2)[CH:24]=[CH:23][CH:22]=[CH:21][CH:20]=1.[Cl-].[NH4+].